From a dataset of Catalyst prediction with 721,799 reactions and 888 catalyst types from USPTO. Predict which catalyst facilitates the given reaction. (1) Reactant: C[O:2][C:3](=O)[CH:4]([C:6]1[C:7]([F:17])=[C:8]2[C:13](=[CH:14][C:15]=1[F:16])[N:12]=[CH:11][CH:10]=[CH:9]2)[CH3:5].O.[NH2:20][NH2:21]. Product: [F:17][C:7]1[C:6]([CH:4]([CH3:5])[C:3]([NH:20][NH2:21])=[O:2])=[C:15]([F:16])[CH:14]=[C:13]2[C:8]=1[CH:9]=[CH:10][CH:11]=[N:12]2. The catalyst class is: 8. (2) Reactant: [OH:1][C:2]1[CH:10]=[CH:9][C:5]([C:6]([OH:8])=[O:7])=[CH:4][CH:3]=1.[OH-].[K+].[I-].[K+].Br[CH2:16][CH2:17][CH2:18][OH:19]. Product: [OH:19][CH2:18][CH2:17][CH2:16][O:1][C:2]1[CH:10]=[CH:9][C:5]([C:6]([OH:8])=[O:7])=[CH:4][CH:3]=1. The catalyst class is: 40.